Dataset: Peptide-MHC class I binding affinity with 185,985 pairs from IEDB/IMGT. Task: Regression. Given a peptide amino acid sequence and an MHC pseudo amino acid sequence, predict their binding affinity value. This is MHC class I binding data. The peptide sequence is YYCKSHKPPI. The MHC is HLA-A29:02 with pseudo-sequence HLA-A29:02. The binding affinity (normalized) is 0.317.